This data is from Full USPTO retrosynthesis dataset with 1.9M reactions from patents (1976-2016). The task is: Predict the reactants needed to synthesize the given product. The reactants are: [NH2:1][C:2]1[CH:7]=[CH:6][C:5](B2OC(C)(C)C(C)(C)O2)=[CH:4][C:3]=1[Cl:17].Br[C:19]1[CH:20]=[N:21][CH:22]=[N:23][CH:24]=1.C(=O)([O-])[O-].[Na+].[Na+]. Given the product [Cl:17][C:3]1[CH:4]=[C:5]([C:19]2[CH:20]=[N:21][CH:22]=[N:23][CH:24]=2)[CH:6]=[CH:7][C:2]=1[NH2:1], predict the reactants needed to synthesize it.